Dataset: Forward reaction prediction with 1.9M reactions from USPTO patents (1976-2016). Task: Predict the product of the given reaction. (1) Given the reactants CS(O[CH:6]1[CH2:9][N:8]([C:10]2[S:11][CH:12]=[C:13]([C:15](=[O:23])[NH:16][C:17]3[CH:22]=[CH:21][CH:20]=[CH:19][CH:18]=3)[N:14]=2)[CH2:7]1)(=O)=O.[C:24]([O-:27])(=[S:26])[CH3:25].[K+], predict the reaction product. The product is: [C:24]([S:26][CH:6]1[CH2:7][N:8]([C:10]2[S:11][CH:12]=[C:13]([C:15](=[O:23])[NH:16][C:17]3[CH:18]=[CH:19][CH:20]=[CH:21][CH:22]=3)[N:14]=2)[CH2:9]1)(=[O:27])[CH3:25]. (2) The product is: [N:11]1[CH:12]=[CH:13][CH:14]=[C:9]([O:8][C:18]2[N:17]=[C:16]([CH:5]=[O:6])[CH:21]=[CH:20][CH:19]=2)[CH:10]=1. Given the reactants [H-].[Na+].CN(C)[CH:5]=[O:6].[OH:8][C:9]1[CH:10]=[N:11][CH:12]=[CH:13][CH:14]=1.Cl[C:16]1[CH:21]=[CH:20][C:19](C=O)=[CH:18][N:17]=1, predict the reaction product.